This data is from Full USPTO retrosynthesis dataset with 1.9M reactions from patents (1976-2016). The task is: Predict the reactants needed to synthesize the given product. (1) Given the product [CH2:25]([C:2]1[CH:3]=[C:4]2[C:9](=[CH:10][CH:11]=1)[N:8]([C:12]([O:14][CH2:15][C:16]1[CH:21]=[CH:20][CH:19]=[CH:18][CH:17]=1)=[O:13])[CH2:7][CH2:6][C:5]2=[O:22])[C:26]([CH3:29])([CH3:28])[CH3:27], predict the reactants needed to synthesize it. The reactants are: Br[C:2]1[CH:3]=[C:4]2[C:9](=[CH:10][CH:11]=1)[N:8]([C:12]([O:14][CH2:15][C:16]1[CH:21]=[CH:20][CH:19]=[CH:18][CH:17]=1)=[O:13])[CH2:7][CH2:6][C:5]2=[O:22].Br[Zn][CH2:25][C:26]([CH3:29])([CH3:28])[CH3:27]. (2) Given the product [CH:1]([O:4][C:5]1[CH:10]=[CH:9][C:8]([S:11]([CH3:14])(=[O:12])=[O:13])=[CH:7][C:6]=1[NH2:15])([CH3:3])[CH3:2], predict the reactants needed to synthesize it. The reactants are: [CH:1]([O:4][C:5]1[CH:10]=[CH:9][C:8]([S:11]([CH3:14])(=[O:13])=[O:12])=[CH:7][C:6]=1[N+:15]([O-])=O)([CH3:3])[CH3:2].COC1C=CC(C#N)=CC=1[N+]([O-])=O.NC1C=C(C=CC=1OC(F)(F)F)C(N)=O. (3) Given the product [CH2:1]([O:3][C:4]([C:6]1[N:7]([C:24]2[CH:29]=[CH:28][C:27]([O:30][CH:31]([CH3:33])[CH3:32])=[CH:26][CH:25]=2)[C:8]2[C:13]([C:14]=1[CH:41]=[CH:40][C:39]#[N:42])=[CH:12][C:11]([O:16][CH2:17][C:18]1[CH:23]=[CH:22][CH:21]=[CH:20][CH:19]=1)=[CH:10][CH:9]=2)=[O:5])[CH3:2], predict the reactants needed to synthesize it. The reactants are: [CH2:1]([O:3][C:4]([C:6]1[N:7]([C:24]2[CH:29]=[CH:28][C:27]([O:30][CH:31]([CH3:33])[CH3:32])=[CH:26][CH:25]=2)[C:8]2[C:13]([C:14]=1I)=[CH:12][C:11]([O:16][CH2:17][C:18]1[CH:23]=[CH:22][CH:21]=[CH:20][CH:19]=1)=[CH:10][CH:9]=2)=[O:5])[CH3:2].CC([O-])=O.[Na+].[C:39](#[N:42])[CH:40]=[CH2:41].CCN(CC)CC. (4) Given the product [CH2:48]([O:42][C:41]([C:38]1[C:37]([Br:44])=[C:36]([O:45][CH2:1][C:2]2[CH:7]=[CH:6][CH:5]=[CH:4][CH:3]=2)[C:35]2[C:40](=[C:31]([O:30][CH2:23][C:24]3[CH:29]=[CH:28][CH:27]=[CH:26][CH:25]=3)[CH:32]=[CH:33][CH:34]=2)[N:39]=1)=[O:43])[C:49]1[CH:54]=[CH:53][CH:52]=[CH:51][CH:50]=1, predict the reactants needed to synthesize it. The reactants are: [CH2:1](OC1C(Br)=CC=C2C=1N=C(C(O)=O)C=C2)[C:2]1[CH:7]=[CH:6][CH:5]=[CH:4][CH:3]=1.[CH2:23]([O:30][C:31]1[CH:32]=[CH:33][CH:34]=[C:35]2[C:40]=1[N:39]=[C:38]([C:41]([OH:43])=[O:42])[C:37]([Br:44])=[C:36]2[OH:45])[C:24]1[CH:29]=[CH:28][CH:27]=[CH:26][CH:25]=1.[H-].[Na+].[CH2:48](Br)[C:49]1[CH:54]=[CH:53][CH:52]=[CH:51][CH:50]=1. (5) Given the product [C:1]([C:5]1[N:10]=[CH:9][C:8]([C:11]2[N:12]([C:32]([N:34]3[CH2:35][CH2:36][CH:37]([CH2:40][C:41]([N:50]([CH:47]([CH3:49])[CH3:48])[CH2:51][CH2:52][O:53][CH3:54])=[O:43])[CH2:38][CH2:39]3)=[O:33])[C@@:13]([C:25]3[CH:30]=[CH:29][C:28]([Cl:31])=[CH:27][CH:26]=3)([CH3:24])[C@@:14]([C:17]3[CH:22]=[CH:21][C:20]([Cl:23])=[CH:19][CH:18]=3)([CH3:16])[N:15]=2)=[C:7]([O:44][CH2:45][CH3:46])[CH:6]=1)([CH3:2])([CH3:3])[CH3:4], predict the reactants needed to synthesize it. The reactants are: [C:1]([C:5]1[N:10]=[CH:9][C:8]([C:11]2[N:12]([C:32]([N:34]3[CH2:39][CH2:38][CH:37]([CH2:40][C:41]([OH:43])=O)[CH2:36][CH2:35]3)=[O:33])[C@@:13]([C:25]3[CH:30]=[CH:29][C:28]([Cl:31])=[CH:27][CH:26]=3)([CH3:24])[C@@:14]([C:17]3[CH:22]=[CH:21][C:20]([Cl:23])=[CH:19][CH:18]=3)([CH3:16])[N:15]=2)=[C:7]([O:44][CH2:45][CH3:46])[CH:6]=1)([CH3:4])([CH3:3])[CH3:2].[CH:47]([NH:50][CH2:51][CH2:52][O:53][CH3:54])([CH3:49])[CH3:48]. (6) The reactants are: Br[C:2]1[C:3]([C:9]([O:11][CH3:12])=[O:10])=[N:4][CH:5]=[C:6]([F:8])[CH:7]=1.[F:13][C:14]1[CH:19]=[CH:18][C:17](B(O)O)=[CH:16][CH:15]=1.C(=O)([O-])[O-].[Na+].[Na+]. Given the product [F:8][C:6]1[CH:7]=[C:2]([C:17]2[CH:18]=[CH:19][C:14]([F:13])=[CH:15][CH:16]=2)[C:3]([C:9]([O:11][CH3:12])=[O:10])=[N:4][CH:5]=1, predict the reactants needed to synthesize it. (7) Given the product [ClH:44].[Cl:44][C:35]1[C:36]([C:40]([F:41])([F:42])[F:43])=[CH:37][CH:38]=[CH:39][C:34]=1[CH2:33][N:18]([CH2:19][CH:20]([C:27]1[CH:28]=[CH:29][CH:30]=[CH:31][CH:32]=1)[C:21]1[CH:22]=[CH:23][CH:24]=[CH:25][CH:26]=1)[CH2:17][CH2:16][CH2:15][O:14][C:10]1[CH:9]=[C:8]([CH2:7][CH2:6][NH:5][CH2:4][C:3]([OH:45])=[O:2])[CH:13]=[CH:12][CH:11]=1, predict the reactants needed to synthesize it. The reactants are: C[O:2][C:3](=[O:45])[CH2:4][NH:5][CH2:6][CH2:7][C:8]1[CH:13]=[CH:12][CH:11]=[C:10]([O:14][CH2:15][CH2:16][CH2:17][N:18]([CH2:33][C:34]2[CH:39]=[CH:38][CH:37]=[C:36]([C:40]([F:43])([F:42])[F:41])[C:35]=2[Cl:44])[CH2:19][CH:20]([C:27]2[CH:32]=[CH:31][CH:30]=[CH:29][CH:28]=2)[C:21]2[CH:26]=[CH:25][CH:24]=[CH:23][CH:22]=2)[CH:9]=1.O.[OH-].[Li+].Cl.